Dataset: Full USPTO retrosynthesis dataset with 1.9M reactions from patents (1976-2016). Task: Predict the reactants needed to synthesize the given product. (1) The reactants are: [NH2:1][C:2]1[NH:3][C:4](=[O:12])[C:5]2[N:6]=[C:7](Br)[NH:8][C:9]=2[N:10]=1.[F:13][C:14]([F:29])([F:28])[C:15]1[CH:27]=[CH:26][CH:25]=[CH:24][C:16]=1[O:17][CH:18]1[CH2:23][CH2:22][NH:21][CH2:20][CH2:19]1.C(N(CC)CC)C. Given the product [NH2:1][C:2]1[NH:3][C:4](=[O:12])[C:5]2[N:6]=[C:7]([N:21]3[CH2:20][CH2:19][CH:18]([O:17][C:16]4[CH:24]=[CH:25][CH:26]=[CH:27][C:15]=4[C:14]([F:13])([F:28])[F:29])[CH2:23][CH2:22]3)[NH:8][C:9]=2[N:10]=1, predict the reactants needed to synthesize it. (2) Given the product [O:1]1[CH:5]=[CH:4][CH:3]=[C:2]1[C:6]1[N:11]=[C:10]2[NH:12][N:13]=[CH:14][C:9]2=[CH:8][C:7]=1[C:16]1[CH:21]=[CH:20][N:19]=[C:18]([S:22][CH3:23])[N:17]=1, predict the reactants needed to synthesize it. The reactants are: [O:1]1[CH:5]=[CH:4][CH:3]=[C:2]1[C:6]1[N:11]=[C:10]2[NH:12][N:13]=[C:14](N)[C:9]2=[CH:8][C:7]=1[C:16]1[CH:21]=[CH:20][N:19]=[C:18]([S:22][CH3:23])[N:17]=1.Cl.N([O-])=O.[Na+].[PH2](O)=O.[OH-].[Na+]. (3) Given the product [ClH:78].[F:1][C:2]1[C:3]([C:9]2[N:10]([CH:15]([CH3:17])[CH3:16])[C:11]([CH3:14])=[N:12][CH:13]=2)=[N:4][C:5]([NH:8][C:19]2[CH:33]=[CH:32][C:22]([C:23]([N:25]3[CH2:26][CH2:27][N:28]([CH3:31])[CH2:29][CH2:30]3)=[O:24])=[C:21]([S:34]([CH3:37])(=[O:35])=[O:36])[CH:20]=2)=[N:6][CH:7]=1, predict the reactants needed to synthesize it. The reactants are: [F:1][C:2]1[C:3]([C:9]2[N:10]([CH:15]([CH3:17])[CH3:16])[C:11]([CH3:14])=[N:12][CH:13]=2)=[N:4][C:5]([NH2:8])=[N:6][CH:7]=1.Br[C:19]1[CH:33]=[CH:32][C:22]([C:23]([N:25]2[CH2:30][CH2:29][N:28]([CH3:31])[CH2:27][CH2:26]2)=[O:24])=[C:21]([S:34]([CH3:37])(=[O:36])=[O:35])[CH:20]=1.CC(C)([O-])C.[Na+].CC(C1C=C(C(C)C)C(C2C=CC=CC=2P(C2CCCCC2)C2CCCCC2)=C(C(C)C)C=1)C.[ClH:78].CCOCC. (4) Given the product [CH2:17]([O:16][C:14]([N:11]1[CH2:12][CH2:13][C:9]([CH2:24][C:25]([OH:27])=[O:26])([NH:8][C:6]([O:5][C:1]([CH3:3])([CH3:4])[CH3:2])=[O:7])[CH2:10]1)=[O:15])[C:18]1[CH:19]=[CH:20][CH:21]=[CH:22][CH:23]=1, predict the reactants needed to synthesize it. The reactants are: [C:1]([O:5][C:6]([NH:8][C:9]1([CH2:24][C:25]([O:27]CC)=[O:26])[CH2:13][CH2:12][N:11]([C:14]([O:16][CH2:17][C:18]2[CH:23]=[CH:22][CH:21]=[CH:20][CH:19]=2)=[O:15])[CH2:10]1)=[O:7])([CH3:4])([CH3:3])[CH3:2].O.[OH-].[Li+]. (5) Given the product [ClH:15].[OH:46][CH2:47][CH:48]([N:39]1[CH2:38][CH2:37][C:36]2[CH:42]=[CH:43][C:33]([C:30]3[N:29]=[C:28]([C:23]4[CH:24]=[C:25]([C:26]#[N:27])[C:20]([NH:19][CH:17]([CH3:16])[CH3:18])=[N:21][CH:22]=4)[O:32][N:31]=3)=[CH:34][C:35]=2[CH2:41][CH2:40]1)[CH2:49][OH:50], predict the reactants needed to synthesize it. The reactants are: C(O[BH-](OC(=O)C)OC(=O)C)(=O)C.[Na+].[ClH:15].[CH3:16][CH:17]([NH:19][C:20]1[C:25]([C:26]#[N:27])=[CH:24][C:23]([C:28]2[O:32][N:31]=[C:30]([C:33]3[CH:43]=[CH:42][C:36]4[CH2:37][CH2:38][NH:39][CH2:40][CH2:41][C:35]=4[CH:34]=3)[N:29]=2)=[CH:22][N:21]=1)[CH3:18].CC1(C)[O:50][CH2:49][C:48](=O)[CH2:47][O:46]1.C(=O)([O-])O.[Na+]. (6) Given the product [O:23]1[CH2:27][CH2:26][CH2:25][CH:24]1[CH2:28][NH:29][C:20]([C:11]1[CH:12]=[C:13]([C:14]2[CH:19]=[CH:18][CH:17]=[CH:16][N:15]=2)[N:9]([C:6]2[CH:7]=[N:8][C:3]([O:2][CH3:1])=[CH:4][CH:5]=2)[N:10]=1)=[O:22], predict the reactants needed to synthesize it. The reactants are: [CH3:1][O:2][C:3]1[N:8]=[CH:7][C:6]([N:9]2[C:13]([C:14]3[CH:19]=[CH:18][CH:17]=[CH:16][N:15]=3)=[CH:12][C:11]([C:20]([OH:22])=O)=[N:10]2)=[CH:5][CH:4]=1.[O:23]1[CH2:27][CH2:26][CH2:25][CH:24]1[CH2:28][NH2:29]. (7) The reactants are: COC([N:5]([C:23]1[C:32]([C:33]([O:35][CH3:36])=[O:34])=[C:31]2[C:26]([CH:27]3[CH2:37][CH:28]3[CH2:29][O:30]2)=[CH:25][CH:24]=1)[S:6]([C:9]1[CH:14]=[CH:13][C:12]([F:15])=[CH:11][C:10]=1[NH:16][C:17](=[O:22])[CH2:18][CH2:19][CH2:20]Cl)(=[O:8])=[O:7])=O.[CH3:38][NH:39][CH3:40]. Given the product [CH3:38][N:39]([CH3:40])[CH2:20][CH2:19][CH2:18][C:17]([NH:16][C:10]1[CH:11]=[C:12]([F:15])[CH:13]=[CH:14][C:9]=1[S:6]([NH:5][C:23]1[C:32]([C:33]([O:35][CH3:36])=[O:34])=[C:31]2[C:26]([CH:27]3[CH2:37][CH:28]3[CH2:29][O:30]2)=[CH:25][CH:24]=1)(=[O:8])=[O:7])=[O:22], predict the reactants needed to synthesize it. (8) Given the product [F:6][C:7]1[C:14]([F:15])=[CH:13][C:12]([N+:1]([O-:4])=[O:2])=[CH:11][C:8]=1[C:9]#[N:10], predict the reactants needed to synthesize it. The reactants are: [N+:1]([O-:4])([O-])=[O:2].[K+].[F:6][C:7]1[C:14]([F:15])=[CH:13][CH:12]=[CH:11][C:8]=1[C:9]#[N:10].